This data is from Blood-brain barrier permeability classification from the B3DB database. The task is: Regression/Classification. Given a drug SMILES string, predict its absorption, distribution, metabolism, or excretion properties. Task type varies by dataset: regression for continuous measurements (e.g., permeability, clearance, half-life) or binary classification for categorical outcomes (e.g., BBB penetration, CYP inhibition). Dataset: b3db_classification. (1) The drug is CCOC(=O)C1=C[C@@H](OC(CC)CC)[C@H](NC(C)=O)[C@@H](N)C1. The result is 0 (does not penetrate BBB). (2) The molecule is Cc1ccc(Cc2ccccc2)c(N2CCNCC2)c1. The result is 1 (penetrates BBB). (3) The drug is CN(C)CCO[C@H](c1ccccc1)c1ccccc1C(C)(C)C. The result is 1 (penetrates BBB). (4) The drug is CCC(=O)C(c1ccccc1)(c1ccccc1)[C@@H](C)CN(C)C. The result is 1 (penetrates BBB).